Dataset: NCI-60 drug combinations with 297,098 pairs across 59 cell lines. Task: Regression. Given two drug SMILES strings and cell line genomic features, predict the synergy score measuring deviation from expected non-interaction effect. (1) Drug 1: CC1=CC=C(C=C1)C2=CC(=NN2C3=CC=C(C=C3)S(=O)(=O)N)C(F)(F)F. Drug 2: COC1=NC(=NC2=C1N=CN2C3C(C(C(O3)CO)O)O)N. Cell line: TK-10. Synergy scores: CSS=2.60, Synergy_ZIP=-0.195, Synergy_Bliss=-0.111, Synergy_Loewe=-1.35, Synergy_HSA=-3.08. (2) Drug 1: CCCCC(=O)OCC(=O)C1(CC(C2=C(C1)C(=C3C(=C2O)C(=O)C4=C(C3=O)C=CC=C4OC)O)OC5CC(C(C(O5)C)O)NC(=O)C(F)(F)F)O. Drug 2: CN1C2=C(C=C(C=C2)N(CCCl)CCCl)N=C1CCCC(=O)O.Cl. Cell line: SW-620. Synergy scores: CSS=-12.9, Synergy_ZIP=11.9, Synergy_Bliss=4.73, Synergy_Loewe=-9.02, Synergy_HSA=-9.61. (3) Drug 1: CN1C(=O)N2C=NC(=C2N=N1)C(=O)N. Drug 2: CCN(CC)CCNC(=O)C1=C(NC(=C1C)C=C2C3=C(C=CC(=C3)F)NC2=O)C. Cell line: HL-60(TB). Synergy scores: CSS=1.06, Synergy_ZIP=2.61, Synergy_Bliss=2.83, Synergy_Loewe=-9.43, Synergy_HSA=-6.72.